Dataset: Peptide-MHC class I binding affinity with 185,985 pairs from IEDB/IMGT. Task: Regression. Given a peptide amino acid sequence and an MHC pseudo amino acid sequence, predict their binding affinity value. This is MHC class I binding data. (1) The peptide sequence is WISDNTHIY. The MHC is Mamu-B01 with pseudo-sequence Mamu-B01. The binding affinity (normalized) is 0. (2) The peptide sequence is SRWGYQVKH. The MHC is HLA-A03:01 with pseudo-sequence HLA-A03:01. The binding affinity (normalized) is 0.0847.